Predict the reaction yield, written as a fraction of the theoretical maximum amount of product (1.0 means a 100% yield; for example, 0.34 means a 34% yield). From a dataset of Reaction yield outcomes from USPTO patents with 853,638 reactions. (1) The reactants are [Cl-].O[NH3+:3].[C:4](=[O:7])([O-])[OH:5].[Na+].CS(C)=O.[OH:13][C:14]1([CH2:19][O:20][C@H:21]2[CH2:26][CH2:25][C@H:24]([N:27]3[C:32](=[O:33])[C:31]([CH2:34][C:35]4[CH:40]=[CH:39][C:38]([C:41]5[C:42]([C:47]#[N:48])=[CH:43][CH:44]=[CH:45][CH:46]=5)=[CH:37][CH:36]=4)=[C:30]([CH2:49][CH2:50][CH3:51])[N:29]4[N:52]=[CH:53][N:54]=[C:28]34)[CH2:23][CH2:22]2)[CH2:18][CH2:17][CH2:16][CH2:15]1. The catalyst is O.C(OCC)(=O)C. The product is [OH:13][C:14]1([CH2:19][O:20][C@H:21]2[CH2:26][CH2:25][C@H:24]([N:27]3[C:32](=[O:33])[C:31]([CH2:34][C:35]4[CH:36]=[CH:37][C:38]([C:41]5[CH:46]=[CH:45][CH:44]=[CH:43][C:42]=5[C:47]5[NH:3][C:4](=[O:7])[O:5][N:48]=5)=[CH:39][CH:40]=4)=[C:30]([CH2:49][CH2:50][CH3:51])[N:29]4[N:52]=[CH:53][N:54]=[C:28]34)[CH2:23][CH2:22]2)[CH2:15][CH2:16][CH2:17][CH2:18]1. The yield is 0.230. (2) The reactants are [Cl:1][C:2]1[CH:3]=[C:4]([CH:19]=[CH:20][CH:21]=1)[CH2:5][NH:6][C:7]1[CH:15]=[CH:14][CH:13]=[C:9]([C:10]([OH:12])=O)[C:8]=1[C:16]([OH:18])=O.[O:22]=[C:23]1[CH:28]([N:29]2C(=O)C3C(=CC=CC=3NCCOC)C2=O)[CH2:27][CH2:26][C:25](=[O:45])[NH:24]1. The catalyst is C(OCC)C. The product is [Cl:1][C:2]1[CH:3]=[C:4]([CH:19]=[CH:20][CH:21]=1)[CH2:5][NH:6][C:7]1[CH:15]=[CH:14][CH:13]=[C:9]2[C:8]=1[C:16](=[O:18])[N:29]([CH:28]1[CH2:27][CH2:26][C:25](=[O:45])[NH:24][C:23]1=[O:22])[C:10]2=[O:12]. The yield is 0.890. (3) The reactants are [F:1][C:2]1([F:8])[CH2:5][CH:4]([CH2:6][OH:7])[CH2:3]1.C(N(CC)CC)C.[CH3:16][C:17]1[CH:22]=[CH:21][C:20]([S:23](Cl)(=[O:25])=[O:24])=[CH:19][CH:18]=1. The catalyst is CN(C)C1C=CN=CC=1.C(Cl)Cl.O. The product is [CH3:16][C:17]1[CH:22]=[CH:21][C:20]([S:23]([O:7][CH2:6][CH:4]2[CH2:5][C:2]([F:8])([F:1])[CH2:3]2)(=[O:25])=[O:24])=[CH:19][CH:18]=1. The yield is 0.970. (4) The reactants are Cl[C:2]1[CH:7]=[C:6]([N:8]2[CH:12]=[CH:11][N:10]=[CH:9]2)[N:5]=[CH:4][N:3]=1.[NH3:13]. The catalyst is CO. The product is [N:8]1([C:6]2[N:5]=[CH:4][N:3]=[C:2]([NH2:13])[CH:7]=2)[CH:12]=[CH:11][N:10]=[CH:9]1. The yield is 0.400. (5) The reactants are [C@H:1]1([NH:10][C:11]2[CH:20]=[CH:19][C:18]3[C:13](=[CH:14][CH:15]=[C:16]([NH2:21])[CH:17]=3)[N:12]=2)[C:9]2[C:4](=[CH:5][CH:6]=[CH:7][CH:8]=2)[CH2:3][CH2:2]1.C(N(CC)CC)C.[S:29]1[CH:33]=[CH:32][CH:31]=[C:30]1[CH2:34][C:35](Cl)=[O:36]. The catalyst is C1(C)C=CC=CC=1.O. The product is [C@H:1]1([NH:10][C:11]2[CH:20]=[CH:19][C:18]3[C:13](=[CH:14][CH:15]=[C:16]([NH:21][C:35](=[O:36])[CH2:34][C:30]4[S:29][CH:33]=[CH:32][CH:31]=4)[CH:17]=3)[N:12]=2)[C:9]2[C:4](=[CH:5][CH:6]=[CH:7][CH:8]=2)[CH2:3][CH2:2]1. The yield is 0.530.